Dataset: Full USPTO retrosynthesis dataset with 1.9M reactions from patents (1976-2016). Task: Predict the reactants needed to synthesize the given product. (1) The reactants are: [Cl:1][C:2]1[CH:17]=[CH:16][C:5]([CH2:6][C:7]2[C:15]3[C:10](=[CH:11][CH:12]=[CH:13][CH:14]=3)[NH:9][CH:8]=2)=[CH:4][CH:3]=1.C1C(=O)N([Br:25])C(=O)C1. Given the product [Br:25][C:8]1[NH:9][C:10]2[C:15]([C:7]=1[CH2:6][C:5]1[CH:4]=[CH:3][C:2]([Cl:1])=[CH:17][CH:16]=1)=[CH:14][CH:13]=[CH:12][CH:11]=2, predict the reactants needed to synthesize it. (2) Given the product [Cl:16][C:13]1[CH:14]=[CH:15][C:10]([N:7]2[C:6]3[CH:17]=[C:2]([C:29]4[N:25]([C:22]5[CH:23]=[CH:24][C:19]([F:18])=[CH:20][CH:21]=5)[N:26]=[CH:27][CH:28]=4)[CH:3]=[CH:4][C:5]=3[N:9]=[CH:8]2)=[CH:11][CH:12]=1, predict the reactants needed to synthesize it. The reactants are: Br[C:2]1[CH:3]=[CH:4][C:5]2[N:9]=[CH:8][N:7]([C:10]3[CH:15]=[CH:14][C:13]([Cl:16])=[CH:12][CH:11]=3)[C:6]=2[CH:17]=1.[F:18][C:19]1[CH:24]=[CH:23][C:22]([N:25]2[C:29](B(O)O)=[CH:28][CH:27]=[N:26]2)=[CH:21][CH:20]=1. (3) Given the product [OH:36][C:37]1[C:42](=[O:43])[N:41]=[C:40]([CH2:44][C:45]2([C:50]3[CH:55]=[CH:54][CH:53]=[CH:52][CH:51]=3)[CH2:49][CH2:48][CH2:47][CH2:46]2)[N:39]2[CH2:56][CH2:57][N:58]([CH:61]3[CH2:66][CH2:65][O:64][CH2:63][CH2:62]3)[C:59](=[O:60])[C:38]=12, predict the reactants needed to synthesize it. The reactants are: C1(N2CCN3C(CC4(C5C=CC=CC=5)CCCC4)=NC(=O)C(O)=C3C2=O)CC1.C([O:36][C:37]1[C:42](=[O:43])[N:41]=[C:40]([CH2:44][C:45]2([C:50]3[CH:55]=[CH:54][CH:53]=[CH:52][CH:51]=3)[CH2:49][CH2:48][CH2:47][CH2:46]2)[N:39]2[CH2:56][CH2:57][N:58]([CH:61]3[CH2:66][CH2:65][O:64][CH2:63][CH2:62]3)[C:59](=[O:60])[C:38]=12)C1C=CC=CC=1. (4) Given the product [Cl:22][C:19]1[CH:20]=[CH:21][C:16]([CH2:15][N:12]2[C:11](=[O:23])[C:10]([O:24][CH3:25])=[N:9][N:8]([C:4]3[CH:5]=[CH:6][CH:7]=[C:2]([N:1]4[CH2:34][CH2:35][CH2:36][C:37]4=[O:38])[CH:3]=3)[C:13]2=[O:14])=[CH:17][CH:18]=1, predict the reactants needed to synthesize it. The reactants are: [NH2:1][C:2]1[CH:3]=[C:4]([N:8]2[C:13](=[O:14])[N:12]([CH2:15][C:16]3[CH:21]=[CH:20][C:19]([Cl:22])=[CH:18][CH:17]=3)[C:11](=[O:23])[C:10]([O:24][CH3:25])=[N:9]2)[CH:5]=[CH:6][CH:7]=1.CCN(CC)CC.Br[CH2:34][CH2:35][CH2:36][C:37](Cl)=[O:38].